From a dataset of Catalyst prediction with 721,799 reactions and 888 catalyst types from USPTO. Predict which catalyst facilitates the given reaction. (1) Reactant: [C:1]([OH:5])(=[O:4])[CH:2]=[CH2:3].[CH2:6]([O:10][C:11](=[O:14])[CH:12]=[CH2:13])[CH2:7][CH2:8][CH3:9].[C:15]([NH2:19])(=[O:18])[CH:16]=[CH2:17]. Product: [C:1]([OH:5])(=[O:4])[CH:2]=[CH2:3].[CH2:6]([O:10][C:11](=[O:14])[CH:12]=[CH2:13])[CH2:7][CH2:8][CH3:9].[C:15]([NH2:19])(=[O:18])[CH:16]=[CH2:17]. The catalyst class is: 12. (2) Reactant: C([O:3][C:4]([C:6]1[O:10][C:9]([C:11]2[CH:16]=[CH:15][C:14]([C:17]([F:20])([F:19])[F:18])=[CH:13][CH:12]=2)=[N:8][C:7]=1[CH:21]([CH3:23])[CH3:22])=O)C.[CH:21]([C:7]1[N:8]=[C:9]([C:11]2[CH:12]=[CH:13][C:14]([C:17]([F:20])([F:19])[F:18])=[CH:15][CH:16]=2)[O:10][C:6]=1[CH2:4][OH:3])([CH3:23])[CH3:22].[H-].[Al+3].[Li+].[H-].[H-].[H-]. Product: [CH:21]([C:7]1[N:8]=[C:9]([C:11]2[CH:16]=[CH:15][C:14]([C:17]([F:19])([F:20])[F:18])=[CH:13][CH:12]=2)[O:10][C:6]=1[CH2:4][OH:3])([CH3:23])[CH3:22]. The catalyst class is: 632. (3) Reactant: CCCCC[C@H](O)/C=C/[C@@H]1[C@@H](C/C=C\CCCC(O)=O)C(=O)C[C@H]1O.[CH3:26][CH2:27][CH2:28][CH2:29][CH2:30][CH:31]([OH:53])[C:32]1[CH:37]=[CH:36][C:35]([CH:38]2[CH:43]([CH2:44][CH2:45][CH2:46][CH2:47][CH2:48][CH2:49][C:50]([OH:52])=[O:51])[C:41](=[O:42])[CH2:40][CH2:39]2)=[CH:34][CH:33]=1. Product: [OH:53][CH:31]([C:32]1[CH:37]=[CH:36][C:35]([C@@H:38]2[CH2:39][CH2:40][C:41](=[O:42])[C@H:43]2[CH2:44][CH2:45][CH2:46][CH2:47][CH2:48][CH2:49][C:50]([OH:52])=[O:51])=[CH:34][CH:33]=1)[CH2:30][CH2:29][CH2:28][CH2:27][CH3:26]. The catalyst class is: 8. (4) Reactant: [NH2:1][C:2]1[N:3]=[C:4]2[CH:9]=[CH:8][C:7]([O:10][C:11]3[CH:12]=[C:13]([NH:17][C:18](=[O:29])[C:19]4[CH:24]=[CH:23][CH:22]=[C:21]([C:25]([F:28])([F:27])[F:26])[CH:20]=4)[CH:14]=[CH:15][CH:16]=3)=[N:6][N:5]2[CH:30]=1.[OH:31][CH2:32][CH2:33][C:34](O)=[O:35].[Cl-].COC1N=C(OC)N=C([N+]2(C)CCOCC2)N=1.[Cl-].[NH4+]. Product: [OH:35][CH2:34][CH2:33][C:32]([NH:1][C:2]1[N:3]=[C:4]2[CH:9]=[CH:8][C:7]([O:10][C:11]3[CH:12]=[C:13]([NH:17][C:18](=[O:29])[C:19]4[CH:24]=[CH:23][CH:22]=[C:21]([C:25]([F:28])([F:27])[F:26])[CH:20]=4)[CH:14]=[CH:15][CH:16]=3)=[N:6][N:5]2[CH:30]=1)=[O:31]. The catalyst class is: 9. (5) Product: [Cl:8][C:5]1[CH:6]=[CH:7][C:2]2[NH:1][C:20](=[O:27])[C@@H:21]([CH2:23][C:24]([OH:26])=[O:25])[S:22][C@H:9]([C:11]3[C:19]4[O:18][CH2:17][CH2:16][C:15]=4[CH:14]=[CH:13][CH:12]=3)[C:3]=2[CH:4]=1. The catalyst class is: 12. Reactant: [NH2:1][C:2]1[CH:7]=[CH:6][C:5]([Cl:8])=[CH:4][C:3]=1[CH:9]([C:11]1[C:19]2[O:18][CH2:17][CH2:16][C:15]=2[CH:14]=[CH:13][CH:12]=1)O.[C:20](O)(=[O:27])[CH:21]([CH2:23][C:24]([OH:26])=[O:25])[SH:22].Cl.O1CCOCC1. (6) Reactant: C(OC([N:8]1[CH2:13][CH2:12][C:11](=[CH:14]/[CH:15]=[CH:16]/[C:17]2[CH:22]=[CH:21][CH:20]=[CH:19][CH:18]=2)[CH2:10][CH2:9]1)=O)(C)(C)C.FC(F)(F)C(O)=O.O.[OH-].[Na+]. Product: [C:17]1(/[CH:16]=[CH:15]/[CH:14]=[C:11]2[CH2:10][CH2:9][NH:8][CH2:13][CH2:12]2)[CH:22]=[CH:21][CH:20]=[CH:19][CH:18]=1. The catalyst class is: 22. (7) Reactant: CC1C=CC(S(O[CH2:12][C@H:13]2[CH2:17][CH2:16][C@@H:15]([NH:18][C:19]([O:21][C:22]([CH3:25])([CH3:24])[CH3:23])=[O:20])[CH2:14]2)(=O)=O)=CC=1.[CH2:26]([N:28]1[CH2:33][CH2:32][NH:31][CH2:30][CH2:29]1)[CH3:27]. Product: [CH2:26]([N:28]1[CH2:33][CH2:32][N:31]([CH2:12][C@H:13]2[CH2:17][CH2:16][C@@H:15]([NH:18][C:19](=[O:20])[O:21][C:22]([CH3:23])([CH3:24])[CH3:25])[CH2:14]2)[CH2:30][CH2:29]1)[CH3:27]. The catalyst class is: 2.